Dataset: Peptide-MHC class I binding affinity with 185,985 pairs from IEDB/IMGT. Task: Regression. Given a peptide amino acid sequence and an MHC pseudo amino acid sequence, predict their binding affinity value. This is MHC class I binding data. (1) The peptide sequence is EYVKTRTNDW. The MHC is HLA-A24:02 with pseudo-sequence HLA-A24:02. The binding affinity (normalized) is 0.290. (2) The peptide sequence is ATAGLTHMMIW. The MHC is HLA-A01:01 with pseudo-sequence HLA-A01:01. The binding affinity (normalized) is 0.0102. (3) The peptide sequence is RVNKGTGVK. The MHC is HLA-A02:06 with pseudo-sequence HLA-A02:06. The binding affinity (normalized) is 0.293. (4) The peptide sequence is EVVMAYVGIK. The MHC is HLA-A02:03 with pseudo-sequence HLA-A02:03. The binding affinity (normalized) is 0.106. (5) The MHC is HLA-A02:01 with pseudo-sequence HLA-A02:01. The peptide sequence is VLTALLAGL. The binding affinity (normalized) is 0.593. (6) The peptide sequence is KLVAMGINAV. The MHC is HLA-B35:01 with pseudo-sequence HLA-B35:01. The binding affinity (normalized) is 0. (7) The peptide sequence is RTLGVFRYK. The MHC is HLA-B18:01 with pseudo-sequence HLA-B18:01. The binding affinity (normalized) is 0.0847.